This data is from Catalyst prediction with 721,799 reactions and 888 catalyst types from USPTO. The task is: Predict which catalyst facilitates the given reaction. Product: [Br:8][C:9]1[CH:10]=[CH:11][C:12]([C@H:15]([C:23]2[CH:28]=[CH:27][CH:26]=[CH:25][C:24]=2[CH3:29])[CH2:16][C:17](=[O:18])[CH2:1][C:2]2[CH:7]=[CH:6][N:5]=[CH:4][CH:3]=2)=[CH:13][CH:14]=1. Reactant: [CH3:1][C:2]1[CH:7]=[CH:6][N:5]=[CH:4][CH:3]=1.[Br:8][C:9]1[CH:14]=[CH:13][C:12]([C@H:15]([C:23]2[CH:28]=[CH:27][CH:26]=[CH:25][C:24]=2[CH3:29])[CH2:16][C:17](N(OC)C)=[O:18])=[CH:11][CH:10]=1.C([O-])(O)=O.[Na+]. The catalyst class is: 1.